Predict the product of the given reaction. From a dataset of Forward reaction prediction with 1.9M reactions from USPTO patents (1976-2016). Given the reactants [NH2:1][C:2]1[C:3]([C:9]([OH:11])=O)=[N:4][C:5]([Br:8])=[CH:6][N:7]=1.[N:12]1([CH2:17][CH2:18][C:19]2[CH:24]=[CH:23][N:22]=[CH:21][C:20]=2[NH2:25])[CH2:16][CH2:15][CH2:14][CH2:13]1.F[B-](F)(F)F.N1(OC(N(C)C)=[N+](C)C)C2C=CC=CC=2N=N1.O.ON1C2C=CC=CC=2N=N1.C(N(CC)C(C)C)(C)C, predict the reaction product. The product is: [NH2:1][C:2]1[C:3]([C:9]([NH:25][C:20]2[CH:21]=[N:22][CH:23]=[CH:24][C:19]=2[CH2:18][CH2:17][N:12]2[CH2:13][CH2:14][CH2:15][CH2:16]2)=[O:11])=[N:4][C:5]([Br:8])=[CH:6][N:7]=1.